This data is from CYP2C19 inhibition data for predicting drug metabolism from PubChem BioAssay. The task is: Regression/Classification. Given a drug SMILES string, predict its absorption, distribution, metabolism, or excretion properties. Task type varies by dataset: regression for continuous measurements (e.g., permeability, clearance, half-life) or binary classification for categorical outcomes (e.g., BBB penetration, CYP inhibition). Dataset: cyp2c19_veith. (1) The molecule is Cc1cccc(CNc2ncncc2-c2ccccc2Cl)c1. The result is 1 (inhibitor). (2) The drug is COc1ccc2cc3cc(C(=O)NCc4ccccn4)oc3nc2c1. The result is 0 (non-inhibitor). (3) The drug is N#CCCn1c(=O)c(-c2ccccc2)nc2cnc(Oc3ccccc3)nc21. The result is 0 (non-inhibitor). (4) The drug is COc1c(NC(C)=O)c2ccccc2c2ccccc12. The result is 0 (non-inhibitor). (5) The molecule is Cn1c[n+](C)cc1C(O)c1ccccc1.[I-]. The result is 0 (non-inhibitor).